This data is from Experimentally validated miRNA-target interactions with 360,000+ pairs, plus equal number of negative samples. The task is: Binary Classification. Given a miRNA mature sequence and a target amino acid sequence, predict their likelihood of interaction. (1) The miRNA is hsa-miR-891a-5p with sequence UGCAACGAACCUGAGCCACUGA. The protein sequence of the target gene is MSPVLHFYVRPSGHEGAAPGHTRRKLQGKLPELQGVETELCYNVNWTAEALPSAEETKKLMWLFGCPLLLDDVARESWLLPGSNDLLLEVGPRLNFSTPTSTNIVSVCRATGLGPVDRVETTRRYRLSFAHPPSAEVEAIALATLHDRMTEQHFPHPIQSFSPESMPEPLNGPINILGEGRLALEKANQELGLALDSWDLDFYTKRFQELQRNPSTVEAFDLAQSNSEHSRHWFFKGQLHVDGQKLVHSLFESIMSTQESSNPNNVLKFCDNSSAIQGKEVRFLRPEDPTRPSRFQQQQG.... Result: 0 (no interaction). (2) The miRNA is hsa-miR-5579-3p with sequence UUAGCUUAAGGAGUACCAGAUC. The protein sequence of the target gene is MDSYVIQTDVDDSLSSVLDVHVNIGGRNSVQGRKKGRKARWDVRPSDMSNKTFNPIRAIVDNMKVQPNPNKTVISLSIGDPTVFGNLPTDPEVTQAMKDALDSGKYNGYAPSIGYLSSREEVASYYHCHEAPLEAKDVILTSGCSQAIELCLAVLANPGQNILIPRPGFSLYRTLAESMGIEVKLYNLLPEKSWEIDLKQLESLIDEKTACLVVNNPSNPCGSVFSKRHLQKILAVAERQCVPILADEIYGDMVFSDCKYEPLANLSTNVPILSCGGLAKRWLVPGWRLGWILIHDRRDI.... Result: 0 (no interaction). (3) The miRNA is mmu-miR-297b-3p with sequence UAUACAUACACACAUACCCAUA. The protein sequence of the target gene is MAVKLGTLLLALALGLAQPASARRKLLVFLLDGFRSDYISDEALESLPGFKEIVSRGVKVDYLTPDFPSLSYPNYYTLMTGRHCEVHQMIGNYMWDPTTNKSFDIGVNKDSLMPLWWNGSEPLWVTLTKAKRKVYMYYWPGCEVEILGVRPTYCLEYKNVPTDINFANAVSDALDSFKSGRADLAAIYHERIDVEGHHYGPASPQRKDALKAVDTVLKYMTKWIQERGLQDRLNVIIFSDHGMTDIFWMDKVIELNKYISLNDLQQVKDRGPVVSLWPAPGKHSEIYNKLSTVEHMTVYE.... Result: 0 (no interaction). (4) The miRNA is hsa-miR-676-3p with sequence CUGUCCUAAGGUUGUUGAGUU. The protein sequence of the target gene is MWPSQLLIFMMLLAPIIHAFSRAPIPMAVVRRELSCESYPIELRCPGTDVIMIESANYGRTDDKICDSDPAQMENIRCYLPDAYKIMSQRCNNRTQCAVVAGPDVFPDPCPGTYKYLEVQYECVPYKVEQKVFLCPGLLKGVYQSEHLFESDHQSGAWCKDPLQASDKIYYMPWTPYRTDTLTEYSSKDDFIAGRPTTTYKLPHRVDGTGFVVYDGALFFNKERTRNIVKFDLRTRIKSGEAIIANANYHDTSPYRWGGKSDIDLAVDENGLWVIYATEQNNGKIVISQLNPYTLRIEGT.... Result: 0 (no interaction). (5) The miRNA is mmu-miR-411-5p with sequence UAGUAGACCGUAUAGCGUACG. The protein sequence of the target gene is MAERGYSFSLTTFSPSGKLVQIEYALAAVAGGAPSVGIKAANGVVLATEKKQKSILYDERSVHKVEPITKHIGLVYSGMGPDYRVLVHRARKLAQQYYLVYQEPIPTAQLVQRVASVMQEYTQSGGVRPFGVSLLICGWNEGRPYLFQSDPSGAYFAWKATAMGKNYVNGKTFLEKRYNEDLELEDAIHTAILTLKESFEGQMTEDNIEVGICNEAGFRRLTPTEVKDYLAAIA. Result: 0 (no interaction).